From a dataset of Reaction yield outcomes from USPTO patents with 853,638 reactions. Predict the reaction yield, written as a fraction of the theoretical maximum amount of product (1.0 means a 100% yield; for example, 0.34 means a 34% yield). (1) The reactants are [I:1][CH3:2].[CH3:3][N:4]([CH2:6][CH:7]([CH2:11][CH:12]([CH3:14])[CH3:13])[C:8](=[O:10])[CH3:9])[CH3:5]. The catalyst is C(OCC)(=O)C. The product is [I-:1].[C:8]([CH:7]([CH2:11][CH:12]([CH3:14])[CH3:13])[CH2:6][N+:4]([CH3:2])([CH3:5])[CH3:3])(=[O:10])[CH3:9]. The yield is 0.680. (2) The catalyst is C(O)C. The yield is 0.910. The product is [OH:20][CH:17]1[CH2:18][CH2:19][CH2:14][CH2:15][CH:16]1[O:1][C:2]1[CH:3]=[C:4]([CH:9]=[CH:10][C:11]=1[O:12][CH3:13])[C:5]([O:7][CH2:8][CH3:21])=[O:6]. The reactants are [OH:1][C:2]1[CH:3]=[C:4]([CH:9]=[CH:10][C:11]=1[O:12][CH3:13])[C:5]([O:7][CH3:8])=[O:6].[CH2:14]1[CH2:19][CH:18]2[O:20][CH:17]2[CH2:16][CH2:15]1.[C:21]([O-])([O-])=O.[K+].[K+]. (3) The reactants are I[C:2]1[CH:7]=[CH:6][CH:5]=[CH:4][CH:3]=1.C(=O)([O-])[O-].[Cs+].[Cs+].[F:14][C:15]1[CH:21]=[CH:20][CH:19]=[CH:18][C:16]=1[NH2:17]. The catalyst is C1(C)C=CC=CC=1.O.CCOCC.C([O-])(=O)C.[Pd+2].C([O-])(=O)C.C1(P(C2C=CC=CC=2)C2C=CC3C(=CC=CC=3)C=2C2C3C(=CC=CC=3)C=CC=2P(C2C=CC=CC=2)C2C=CC=CC=2)C=CC=CC=1. The product is [F:14][C:15]1[CH:21]=[CH:20][CH:19]=[CH:18][C:16]=1[NH:17][C:2]1[CH:7]=[CH:6][CH:5]=[CH:4][CH:3]=1. The yield is 0.810. (4) The reactants are [Cl-].[Al+3].[Cl-].[Cl-].[NH2:5][C:6]1[CH:10]=[CH:9][S:8][C:7]=1/[C:11](=[CH:13]/[CH:14]([CH3:16])[CH3:15])/[CH3:12].NC1C=CSC=1/C(=C\C(C)C)/C. No catalyst specified. The product is [NH2:5][C:6]1[CH:10]=[CH:9][S:8][C:7]=1[C:11]([CH2:13][CH:14]([CH3:16])[CH3:15])=[CH2:12]. The yield is 0.120. (5) The yield is 0.980. The product is [F:36][C:2]1([F:1])[O:6][C:5]2[CH:7]=[CH:8][C:9]([C:11]3([C:14]([NH:16][C:17]4[N:22]=[C:21]([C:23]5[CH:24]=[CH:25][C:26](=[O:34])[N:27]([CH2:29][C:30]([OH:32])=[O:31])[CH:28]=5)[C:20]([CH3:35])=[CH:19][CH:18]=4)=[O:15])[CH2:13][CH2:12]3)=[CH:10][C:4]=2[O:3]1. The reactants are [F:1][C:2]1([F:36])[O:6][C:5]2[CH:7]=[CH:8][C:9]([C:11]3([C:14]([NH:16][C:17]4[N:22]=[C:21]([C:23]5[CH:24]=[CH:25][C:26](=[O:34])[N:27]([CH2:29][C:30]([O:32]C)=[O:31])[CH:28]=5)[C:20]([CH3:35])=[CH:19][CH:18]=4)=[O:15])[CH2:13][CH2:12]3)=[CH:10][C:4]=2[O:3]1.[OH-].[Li+]. The catalyst is O1CCOCC1. (6) The reactants are [Cl:1][C:2]1[CH:7]=[CH:6][C:5]([CH:8]([OH:29])[C:9]2[CH:10]=[C:11]([B-](F)(F)F)[S:12][C:13]=2[C:14]2[N:18]=[CH:17][N:16](C3CCCCO3)[N:15]=2)=[CH:4][CH:3]=1.[K+].Br[C:32]1[CH:37]=[CH:36][N:35]=[C:34]([C:38]#[N:39])[CH:33]=1.C1(P(C2CCCCC2)C2C=CC=CC=2C2C(OC(C)C)=CC=CC=2OC(C)C)CCCCC1.C(=O)([O-])[O-].[Na+].[Na+].C(O)C.O1CCOCC1.C(O)(C)(C)C.Cl. The catalyst is C([O-])(=O)C.[Pd+2].C([O-])(=O)C. The product is [Cl:1][C:2]1[CH:3]=[CH:4][C:5]([CH:8]([OH:29])[C:9]2[CH:10]=[C:11]([C:32]3[CH:37]=[CH:36][N:35]=[C:34]([C:38]#[N:39])[CH:33]=3)[S:12][C:13]=2[C:14]2[NH:18][CH:17]=[N:16][N:15]=2)=[CH:6][CH:7]=1. The yield is 0.114. (7) The reactants are Br[C:2]1[C:11]([CH3:12])=[CH:10][CH:9]=[CH:8][C:3]=1[C:4]([O:6]C)=O.O=[C:14]1[CH2:19][CH2:18][O:17][CH:16]([CH:20]2[CH2:25][CH2:24][N:23]([C:26]([O:28][C:29]([CH3:32])([CH3:31])[CH3:30])=[O:27])[CH2:22][CH2:21]2)[CH2:15]1.C([O-])([O-])=O.[Cs+].[Cs+].CC1(C)C2C(=C(P(C3C=CC=CC=3)C3C=CC=CC=3)C=CC=2)OC2C(P(C3C=CC=CC=3)C3C=CC=CC=3)=CC=CC1=2.[NH3:81]. The product is [C:29]([O:28][C:26]([N:23]1[CH2:24][CH2:25][CH:20]([CH:16]2[O:17][CH2:18][C:19]3[C:2]4[C:3](=[CH:8][CH:9]=[CH:10][C:11]=4[CH3:12])[C:4](=[O:6])[NH:81][C:14]=3[CH2:15]2)[CH2:21][CH2:22]1)=[O:27])([CH3:32])([CH3:31])[CH3:30]. The yield is 0.180. The catalyst is O1CCOCC1.CO.C1C=CC(/C=C/C(/C=C/C2C=CC=CC=2)=O)=CC=1.C1C=CC(/C=C/C(/C=C/C2C=CC=CC=2)=O)=CC=1.C1C=CC(/C=C/C(/C=C/C2C=CC=CC=2)=O)=CC=1.[Pd].[Pd].